Predict the product of the given reaction. From a dataset of Forward reaction prediction with 1.9M reactions from USPTO patents (1976-2016). (1) The product is: [Br:74][CH2:75][C:76]([NH:25][C:26]1[CH:27]=[C:28]([C:32]2[C:33]3[NH:37][C:36]([C:38]([C:68]4[CH:69]=[CH:70][CH:71]=[CH:72][CH:73]=4)=[C:39]4[N:67]=[C:42]([C:43]([C:61]5[CH:62]=[CH:63][CH:64]=[CH:65][CH:66]=5)=[C:44]5[NH:60][C:47](=[C:48]([C:54]6[CH:59]=[CH:58][CH:57]=[CH:56][CH:55]=6)[C:49]6[CH:50]=[CH:51][C:52]=2[N:53]=6)[CH:46]=[CH:45]5)[CH:41]=[CH:40]4)=[CH:35][CH:34]=3)[CH:29]=[CH:30][CH:31]=1)=[O:77]. Given the reactants C12C=C3N=C(C=C3)C=C3NC(C=C3)=CC3=NC(C=C3)=CC(N1)=CC=2.[NH2:25][C:26]1[CH:27]=[C:28]([C:32]2[C:33]3[NH:37][C:36]([C:38]([C:68]4[CH:73]=[CH:72][CH:71]=[CH:70][CH:69]=4)=[C:39]4[N:67]=[C:42]([C:43]([C:61]5[CH:66]=[CH:65][CH:64]=[CH:63][CH:62]=5)=[C:44]5[NH:60][C:47](=[C:48]([C:54]6[CH:59]=[CH:58][CH:57]=[CH:56][CH:55]=6)[C:49]6[CH:50]=[CH:51][C:52]=2[N:53]=6)[CH:46]=[CH:45]5)[CH:41]=[CH:40]4)=[CH:35][CH:34]=3)[CH:29]=[CH:30][CH:31]=1.[Br:74][CH2:75][C:76](Br)=[O:77], predict the reaction product. (2) Given the reactants C([N-]C(C)C)(C)C.[Li+].[CH3:9][O:10][C:11](=[O:22])[CH2:12][C:13]1[CH:18]=[CH:17][C:16]([O:19][CH3:20])=[C:15]([F:21])[CH:14]=1.I[CH2:24][CH:25]1[CH2:29][CH2:28][CH2:27][CH2:26]1, predict the reaction product. The product is: [CH3:9][O:10][C:11](=[O:22])[CH:12]([C:13]1[CH:18]=[CH:17][C:16]([O:19][CH3:20])=[C:15]([F:21])[CH:14]=1)[CH2:24][CH:25]1[CH2:29][CH2:28][CH2:27][CH2:26]1. (3) Given the reactants [Br:1][C:2]1[C:11]2[C:6](=[C:7]([N+:12]([O-:14])=[O:13])[CH:8]=[CH:9][CH:10]=2)[CH:5]=[C:4]([OH:15])[C:3]=1O.[C:17]([O-:20])([O-])=O.[K+].[K+].[CH3:23]I, predict the reaction product. The product is: [Br:1][C:2]1[C:11]2[C:6](=[C:7]([N+:12]([O-:14])=[O:13])[CH:8]=[CH:9][CH:10]=2)[CH:5]=[C:4]([O:15][CH3:23])[C:3]=1[O:20][CH3:17].